This data is from Full USPTO retrosynthesis dataset with 1.9M reactions from patents (1976-2016). The task is: Predict the reactants needed to synthesize the given product. (1) Given the product [C:24]([Si:27]([CH3:29])([CH3:28])[O:2][CH2:3][C@@H:4]([NH:14][C:15]([C@@H:17]1[CH2:22][C@@H:21]2[C@@H:19]([CH2:20]2)[NH:18]1)=[O:16])[C:5]12[CH2:8][C:7]([C:10]([F:13])([F:12])[F:11])([CH2:6]1)[CH2:9]2)([CH3:26])([CH3:25])[CH3:23], predict the reactants needed to synthesize it. The reactants are: Cl.[OH:2][CH2:3][C@@H:4]([NH:14][C:15]([C@@H:17]1[CH2:22][C@@H:21]2[C@@H:19]([CH2:20]2)[NH:18]1)=[O:16])[C:5]12[CH2:9][C:7]([C:10]([F:13])([F:12])[F:11])([CH2:8]1)[CH2:6]2.[CH3:23][C:24]([Si:27](Cl)([CH3:29])[CH3:28])([CH3:26])[CH3:25].N1C=CN=C1.O. (2) Given the product [Cl:1][C:2]1[CH:3]=[C:4]([C@:9]2([CH2:16][CH:17]3[O:21][CH2:20][CH2:19][O:18]3)[CH2:14][N:13]([C:29]3[CH:34]=[CH:33][CH:32]=[C:31]([CH3:35])[N:30]=3)[C:12](=[O:15])[CH2:11][CH2:10]2)[CH:5]=[CH:6][C:7]=1[Cl:8], predict the reactants needed to synthesize it. The reactants are: [Cl:1][C:2]1[CH:3]=[C:4]([C@:9]2([CH2:16][CH:17]3[O:21][CH2:20][CH2:19][O:18]3)[CH2:14][NH:13][C:12](=[O:15])[CH2:11][CH2:10]2)[CH:5]=[CH:6][C:7]=1[Cl:8].C(=O)([O-])[O-].[K+].[K+].Br[C:29]1[CH:34]=[CH:33][CH:32]=[C:31]([CH3:35])[N:30]=1. (3) Given the product [Cl:12][C:8]1[CH:7]=[C:6]2[C:11]([C:2]([NH:13][CH2:14][CH2:15][O:16][CH2:17][CH2:18][OH:19])=[CH:3][CH:4]=[N:5]2)=[CH:10][CH:9]=1, predict the reactants needed to synthesize it. The reactants are: Cl[C:2]1[C:11]2[C:6](=[CH:7][C:8]([Cl:12])=[CH:9][CH:10]=2)[N:5]=[CH:4][CH:3]=1.[NH2:13][CH2:14][CH2:15][O:16][CH2:17][CH2:18][OH:19]. (4) Given the product [Br:1][C:2]1[CH:7]=[CH:6][C:5]([C:8]2[C:9]3[CH:16]=[CH:15][C:14]([O:17][CH2:18][CH2:19][CH2:20][N:26]([CH2:27][CH2:28][O:29][CH3:30])[CH2:25][CH2:24][O:23][CH3:22])=[CH:13][C:10]=3[S:11][CH:12]=2)=[CH:4][CH:3]=1, predict the reactants needed to synthesize it. The reactants are: [Br:1][C:2]1[CH:7]=[CH:6][C:5]([C:8]2[C:9]3[CH:16]=[CH:15][C:14]([O:17][CH2:18][CH2:19][CH2:20]Br)=[CH:13][C:10]=3[S:11][CH:12]=2)=[CH:4][CH:3]=1.[CH3:22][O:23][CH2:24][CH2:25][NH:26][CH2:27][CH2:28][O:29][CH3:30]. (5) Given the product [C:1]([O:5][C:6]([NH:8][C:9]1[CH:14]=[CH:13][CH:12]=[CH:11][C:10]=1[NH:15][C:16](=[O:32])[C:17]1[CH:18]=[CH:19][C:20]([C:34]2[CH:39]=[CH:38][CH:37]=[CH:36][N:35]=2)=[CH:21][CH:22]=1)=[O:7])([CH3:4])([CH3:2])[CH3:3], predict the reactants needed to synthesize it. The reactants are: [C:1]([O:5][C:6]([NH:8][C:9]1[CH:14]=[CH:13][CH:12]=[CH:11][C:10]=1[NH:15][C:16](=[O:32])[C:17]1[CH:22]=[CH:21][C:20](B2OC(C)(C)C(C)(C)O2)=[CH:19][CH:18]=1)=[O:7])([CH3:4])([CH3:3])[CH3:2].Br[C:34]1[CH:39]=[CH:38][CH:37]=[CH:36][N:35]=1.C(=O)([O-])O.[Na+]. (6) Given the product [CH2:10]([O:12][C:13](=[O:16])[C@@H:14]([N:1]1[CH:6]=[CH:5][CH:4]=[CH:3][C:2]1=[O:7])[CH3:15])[CH3:11], predict the reactants needed to synthesize it. The reactants are: [NH:1]1[CH:6]=[CH:5][CH:4]=[CH:3][C:2]1=[O:7].[H-].[Na+].[CH2:10]([O:12][C:13](=[O:16])[CH2:14][CH3:15])[CH3:11]. (7) Given the product [F:3][C:4]1[C:9]([C:20]([F:22])([F:21])[F:19])=[C:8]([F:11])[CH:7]=[CH:6][C:5]=1[C:12]1[CH:17]=[C:16]([CH3:18])[CH:15]=[CH:14][N:13]=1, predict the reactants needed to synthesize it. The reactants are: [F-].[K+].[F:3][C:4]1[C:9](I)=[C:8]([F:11])[CH:7]=[CH:6][C:5]=1[C:12]1[CH:17]=[C:16]([CH3:18])[CH:15]=[CH:14][N:13]=1.[F:19][C:20]([Si](C)(C)C)([F:22])[F:21].N.